From a dataset of Retrosynthesis with 50K atom-mapped reactions and 10 reaction types from USPTO. Predict the reactants needed to synthesize the given product. The reactants are: O=C(NCCCl)NCCNC(=O)c1nnn(-c2ccc(C(=O)NCC(F)(F)F)cc2)c1CCCCCF. Given the product O=C(NCC(F)(F)F)c1ccc(-n2nnc(C(=O)NCCN3CCNC3=O)c2CCCCCF)cc1, predict the reactants needed to synthesize it.